From a dataset of Reaction yield outcomes from USPTO patents with 853,638 reactions. Predict the reaction yield, written as a fraction of the theoretical maximum amount of product (1.0 means a 100% yield; for example, 0.34 means a 34% yield). (1) The reactants are C([O:3][C:4]([C:6]1[C:7]([C:12]2[CH:17]=[CH:16][CH:15]=[CH:14][N:13]=2)=[N:8][O:9][C:10]=1[CH3:11])=O)C.C(OC(C1C(C2C=CN=CC=2)=NOC=1C)=O)C. No catalyst specified. The product is [CH3:11][C:10]1[O:9][N:8]=[C:7]([C:12]2[CH:17]=[CH:16][CH:15]=[CH:14][N:13]=2)[C:6]=1[CH2:4][OH:3]. The yield is 0.970. (2) The reactants are [CH2:1]([O:3][P:4]([CH:9]([C:35]#[N:36])[CH2:10][C:11]([CH3:34])=[CH:12][CH2:13][C:14]1[C:15]([O:27][CH2:28][CH2:29][Si:30]([CH3:33])([CH3:32])[CH3:31])=[C:16]2[C:20](=[C:21]([CH3:25])[C:22]=1[O:23][CH3:24])[CH2:19][O:18][C:17]2=[O:26])(=[O:8])[O:5][CH2:6][CH3:7])[CH3:2].[CH3:37][Si]([N-][Si](C)(C)C)(C)C.[Na+].IC. The catalyst is C1COCC1. The product is [CH2:1]([O:3][P:4]([C:9]([C:35]#[N:36])([CH3:37])[CH2:10][C:11]([CH3:34])=[CH:12][CH2:13][C:14]1[C:15]([O:27][CH2:28][CH2:29][Si:30]([CH3:31])([CH3:32])[CH3:33])=[C:16]2[C:20](=[C:21]([CH3:25])[C:22]=1[O:23][CH3:24])[CH2:19][O:18][C:17]2=[O:26])(=[O:8])[O:5][CH2:6][CH3:7])[CH3:2]. The yield is 0.230. (3) The reactants are N1C2C(=CC=CC=2C(OC)=O)C=C1.[CH3:29][C:24]1([CH3:30])[C:25]([CH3:28])([CH3:27])[O:26][B:22]([B:22]2[O:26][C:25]([CH3:28])([CH3:27])[C:24]([CH3:30])([CH3:29])[O:23]2)[O:23]1.C1C=CC(P(C2C=CC=CC=2)C2C=CC=CC=2)=CC=1.C([O-])([O-])=O.[K+].[K+].FC(F)(F)S(O[C:63]1[CH2:69][O:68][CH2:67][CH2:66][N:65]([C:70]([O:72][C:73]([CH3:76])([CH3:75])[CH3:74])=[O:71])[CH:64]=1)(=O)=O. The catalyst is O1CCOCC1.Cl[Pd](Cl)([P](C1C=CC=CC=1)(C1C=CC=CC=1)C1C=CC=CC=1)[P](C1C=CC=CC=1)(C1C=CC=CC=1)C1C=CC=CC=1. The product is [CH3:28][C:25]1([CH3:27])[C:24]([CH3:29])([CH3:30])[O:23][B:22]([C:63]2[CH2:69][O:68][CH2:67][CH2:66][N:65]([C:70]([O:72][C:73]([CH3:76])([CH3:75])[CH3:74])=[O:71])[CH:64]=2)[O:26]1. The yield is 0.440. (4) The reactants are [CH3:1][O:2][C:3](=[O:36])[CH:4]([NH:28][C:29]([O:31][C:32]([CH3:35])([CH3:34])[CH3:33])=[O:30])[CH2:5][O:6][C:7]1[CH:12]=[CH:11][C:10]([CH2:13][CH2:14][CH2:15][CH2:16][NH:17]C(OCC2C=CC=CC=2)=O)=[CH:9][CH:8]=1. The catalyst is CO.[Pd]. The product is [CH3:1][O:2][C:3](=[O:36])[CH:4]([NH:28][C:29]([O:31][C:32]([CH3:34])([CH3:33])[CH3:35])=[O:30])[CH2:5][O:6][C:7]1[CH:8]=[CH:9][C:10]([CH2:13][CH2:14][CH2:15][CH2:16][NH2:17])=[CH:11][CH:12]=1. The yield is 0.980. (5) The reactants are [Cl:1][C:2]1[CH:3]=[C:4]([SH:8])[CH:5]=[CH:6][CH:7]=1.C[S:10]([CH3:12])=O. The catalyst is CCOC(C)=O. The product is [Cl:1][C:2]1[CH:3]=[C:4]([S:8][S:10][C:12]2[CH:5]=[CH:6][CH:7]=[C:2]([Cl:1])[CH:3]=2)[CH:5]=[CH:6][CH:7]=1. The yield is 0.980. (6) The reactants are [CH3:1][O:2][C:3]1[CH:15]=[CH:14][C:6]2[C:7]([CH2:10][C:11]([OH:13])=[O:12])=[CH:8][O:9][C:5]=2[CH:4]=1.B(Br)(Br)Br.Cl[CH2:21]Cl. No catalyst specified. The product is [CH3:1][O:2][C:3]1[CH:15]=[CH:14][C:6]2[C:7]([CH2:10][C:11]([O:13][CH3:21])=[O:12])=[CH:8][O:9][C:5]=2[CH:4]=1. The yield is 0.670. (7) The reactants are N#N.Br[C:4]1[C:5]([NH:11][C:12]2[CH:22]=[CH:21][CH:20]=[CH:19][C:13]=2[C:14]([NH:16][O:17][CH3:18])=[O:15])=[CH:6][C:7]([Cl:10])=[N:8][CH:9]=1.[CH:23]1(B(O)O)[CH2:25][CH2:24]1.[Na+].[Br-].[F-].[K+]. The catalyst is O.C1C=CC([P]([Pd]([P](C2C=CC=CC=2)(C2C=CC=CC=2)C2C=CC=CC=2)([P](C2C=CC=CC=2)(C2C=CC=CC=2)C2C=CC=CC=2)[P](C2C=CC=CC=2)(C2C=CC=CC=2)C2C=CC=CC=2)(C2C=CC=CC=2)C2C=CC=CC=2)=CC=1.C1(C)C=CC=CC=1. The product is [Cl:10][C:7]1[CH:6]=[C:5]([NH:11][C:12]2[CH:22]=[CH:21][CH:20]=[CH:19][C:13]=2[C:14]([NH:16][O:17][CH3:18])=[O:15])[C:4]([CH:23]2[CH2:25][CH2:24]2)=[CH:9][N:8]=1. The yield is 0.530. (8) The reactants are C1([C:4]2[CH:9]=[CH:8][CH:7]=[C:6]([NH2:10])[C:5]=2[NH2:11])CC1.C(N([CH:18]([CH3:20])[CH3:19])CC)(C)C.[Cl:21][C:22]1[N:30]=[CH:29][CH:28]=[CH:27][C:23]=1[C:24](Cl)=[O:25]. The catalyst is C1COCC1. The product is [Cl:21][C:22]1[N:30]=[CH:29][CH:28]=[CH:27][C:23]=1[C:24]([NH:11][C:5]1[CH:4]=[CH:9][CH:8]=[CH:7][C:6]=1[NH:10][CH:18]1[CH2:20][CH2:19]1)=[O:25]. The yield is 0.650. (9) The reactants are Br[C:2]1[C:6]([C:7]2[CH:8]=[CH:9][C:10]3[O:15][CH2:14][CH2:13][CH2:12][C:11]=3[CH:16]=2)=[C:5]([CH:17]([O:22][C:23]([CH3:26])([CH3:25])[CH3:24])[C:18]([O:20]C)=[O:19])[N:4]([CH3:27])[N:3]=1.C(=O)([O-])[O-].[Na+].[Na+].[CH:34]12[CH2:40][CH:37]([CH2:38][CH2:39]1)[CH:36]=[C:35]2B(O)O.ClCCl. The catalyst is C(COC)OC.C1C=CC(P(C2C=CC=CC=2)[C-]2C=CC=C2)=CC=1.C1C=CC(P(C2C=CC=CC=2)[C-]2C=CC=C2)=CC=1.Cl[Pd]Cl.[Fe+2].O.C(O)C. The product is [CH:34]12[CH2:40][CH:37]([CH2:38][CH2:39]1)[CH:36]=[C:35]2[C:2]1[C:6]([C:7]2[CH:8]=[CH:9][C:10]3[O:15][CH2:14][CH2:13][CH2:12][C:11]=3[CH:16]=2)=[C:5]([CH:17]([O:22][C:23]([CH3:24])([CH3:26])[CH3:25])[C:18]([OH:20])=[O:19])[N:4]([CH3:27])[N:3]=1. The yield is 0.600.